From a dataset of NCI-60 drug combinations with 297,098 pairs across 59 cell lines. Regression. Given two drug SMILES strings and cell line genomic features, predict the synergy score measuring deviation from expected non-interaction effect. (1) Drug 1: CN(C)C1=NC(=NC(=N1)N(C)C)N(C)C. Drug 2: CC1C(C(CC(O1)OC2CC(CC3=C2C(=C4C(=C3O)C(=O)C5=C(C4=O)C(=CC=C5)OC)O)(C(=O)CO)O)N)O.Cl. Cell line: HT29. Synergy scores: CSS=37.5, Synergy_ZIP=0.358, Synergy_Bliss=-0.754, Synergy_Loewe=-24.4, Synergy_HSA=-1.28. (2) Drug 1: CCCS(=O)(=O)NC1=C(C(=C(C=C1)F)C(=O)C2=CNC3=C2C=C(C=N3)C4=CC=C(C=C4)Cl)F. Drug 2: CC1=C(C(=O)C2=C(C1=O)N3CC4C(C3(C2COC(=O)N)OC)N4)N. Cell line: NCI-H522. Synergy scores: CSS=31.9, Synergy_ZIP=-0.646, Synergy_Bliss=4.19, Synergy_Loewe=-19.7, Synergy_HSA=4.11. (3) Drug 1: C1=C(C(=O)NC(=O)N1)F. Drug 2: CC1CCCC2(C(O2)CC(NC(=O)CC(C(C(=O)C(C1O)C)(C)C)O)C(=CC3=CSC(=N3)C)C)C. Cell line: U251. Synergy scores: CSS=38.3, Synergy_ZIP=-8.95, Synergy_Bliss=-10.0, Synergy_Loewe=-9.25, Synergy_HSA=-9.11. (4) Drug 1: C1C(C(OC1N2C=NC3=C(N=C(N=C32)Cl)N)CO)O. Drug 2: CC=C1C(=O)NC(C(=O)OC2CC(=O)NC(C(=O)NC(CSSCCC=C2)C(=O)N1)C(C)C)C(C)C. Cell line: SK-MEL-5. Synergy scores: CSS=81.0, Synergy_ZIP=4.35, Synergy_Bliss=2.50, Synergy_Loewe=-9.29, Synergy_HSA=3.83. (5) Drug 1: CC=C1C(=O)NC(C(=O)OC2CC(=O)NC(C(=O)NC(CSSCCC=C2)C(=O)N1)C(C)C)C(C)C. Drug 2: C#CCC(CC1=CN=C2C(=N1)C(=NC(=N2)N)N)C3=CC=C(C=C3)C(=O)NC(CCC(=O)O)C(=O)O. Cell line: MCF7. Synergy scores: CSS=34.5, Synergy_ZIP=-3.65, Synergy_Bliss=-3.27, Synergy_Loewe=-1.59, Synergy_HSA=-0.906. (6) Drug 1: C1CCN(CC1)CCOC2=CC=C(C=C2)C(=O)C3=C(SC4=C3C=CC(=C4)O)C5=CC=C(C=C5)O. Drug 2: CC1=C(C=C(C=C1)NC(=O)C2=CC=C(C=C2)CN3CCN(CC3)C)NC4=NC=CC(=N4)C5=CN=CC=C5. Cell line: 786-0. Synergy scores: CSS=-0.122, Synergy_ZIP=1.62, Synergy_Bliss=4.15, Synergy_Loewe=0.159, Synergy_HSA=0.793.